This data is from Catalyst prediction with 721,799 reactions and 888 catalyst types from USPTO. The task is: Predict which catalyst facilitates the given reaction. Reactant: [Cl:1][C:2]1[C:3]([NH:23][C:24]2[CH:28]=[C:27]([CH3:29])[NH:26][N:25]=2)=[N:4][C:5]([NH:8][C:9]2[CH:14]=[C:13]([CH3:15])[C:12]([CH:16]3[CH2:21][CH2:20][NH:19][CH2:18][CH2:17]3)=[CH:11][C:10]=2[F:22])=[N:6][CH:7]=1.CO.[O:32]1[CH2:37][CH2:36][C:35](=O)[CH2:34][CH2:33]1.[BH3-]C#N.[Na+]. Product: [Cl:1][C:2]1[C:3]([NH:23][C:24]2[CH:28]=[C:27]([CH3:29])[NH:26][N:25]=2)=[N:4][C:5]([NH:8][C:9]2[CH:14]=[C:13]([CH3:15])[C:12]([CH:16]3[CH2:17][CH2:18][N:19]([CH:35]4[CH2:36][CH2:37][O:32][CH2:33][CH2:34]4)[CH2:20][CH2:21]3)=[CH:11][C:10]=2[F:22])=[N:6][CH:7]=1. The catalyst class is: 2.